From a dataset of Full USPTO retrosynthesis dataset with 1.9M reactions from patents (1976-2016). Predict the reactants needed to synthesize the given product. (1) The reactants are: [C:1]([O:4][C@@H:5]1[C@@H:9](Br)[C@@H:8]([CH2:11][O:12][C:13](=[O:15])[CH3:14])[O:7][C@H:6]1[N:16]1[CH:26]=[CH:25][C:20]([NH:21][C:22](=[O:24])[CH3:23])=[N:19][C:17]1=[O:18])(=[O:3])[CH3:2]. Given the product [C:1]([O:4][C@@H:5]1[CH2:9][C@@H:8]([CH2:11][O:12][C:13](=[O:15])[CH3:14])[O:7][C@H:6]1[N:16]1[CH:26]=[CH:25][C:20]([NH:21][C:22](=[O:24])[CH3:23])=[N:19][C:17]1=[O:18])(=[O:3])[CH3:2], predict the reactants needed to synthesize it. (2) Given the product [CH:2]([N:5]([C@H:6]1[CH2:11][CH2:10][C@H:9]([C:12]([O:14][CH3:15])=[O:13])[CH2:8][CH2:7]1)[S:27]([C:30]1[CH:31]=[C:32]([CH:42]=[CH:43][CH:44]=1)[C:33]([O:35][CH2:36][CH2:37][Si:38]([CH3:39])([CH3:40])[CH3:41])=[O:34])(=[O:28])=[O:29])([CH3:4])[CH3:3], predict the reactants needed to synthesize it. The reactants are: Cl.[CH:2]([NH:5][C@H:6]1[CH2:11][CH2:10][C@H:9]([C:12]([O:14][CH3:15])=[O:13])[CH2:8][CH2:7]1)([CH3:4])[CH3:3].C(N(CC)CC)C.ClCCl.Cl[S:27]([C:30]1[CH:31]=[C:32]([CH:42]=[CH:43][CH:44]=1)[C:33]([O:35][CH2:36][CH2:37][Si:38]([CH3:41])([CH3:40])[CH3:39])=[O:34])(=[O:29])=[O:28]. (3) Given the product [Cl:25][C:6]1[CH:5]=[CH:4][C:3]([CH2:2][NH:1][C:26](=[O:30])[CH:27]([CH3:29])[CH3:28])=[CH:8][C:7]=1[C:9]1[NH:13][C:12](=[O:14])[N:11]([C:15]2[CH:16]=[CH:17][C:18]([C:21]([F:24])([F:23])[F:22])=[CH:19][CH:20]=2)[N:10]=1, predict the reactants needed to synthesize it. The reactants are: [NH2:1][CH2:2][C:3]1[CH:4]=[CH:5][C:6]([Cl:25])=[C:7]([C:9]2[NH:13][C:12](=[O:14])[N:11]([C:15]3[CH:20]=[CH:19][C:18]([C:21]([F:24])([F:23])[F:22])=[CH:17][CH:16]=3)[N:10]=2)[CH:8]=1.[C:26](Cl)(=[O:30])[CH:27]([CH3:29])[CH3:28]. (4) Given the product [F:1][C:2]1[CH:7]=[CH:6][CH:5]=[CH:4][C:3]=1[N:8]1[C:12]([C:13]2[CH:18]=[CH:17][N:16]=[CH:15][CH:14]=2)=[C:11]([C:19]2[O:23][N:22]=[C:21]([C:24]3[CH:31]=[CH:30][C:27]([CH2:28][N:35]4[CH2:36][CH2:37][C@@H:33]([F:32])[CH2:34]4)=[CH:26][CH:25]=3)[N:20]=2)[N:10]=[N:9]1, predict the reactants needed to synthesize it. The reactants are: [F:1][C:2]1[CH:7]=[CH:6][CH:5]=[CH:4][C:3]=1[N:8]1[C:12]([C:13]2[CH:18]=[CH:17][N:16]=[CH:15][CH:14]=2)=[C:11]([C:19]2[O:23][N:22]=[C:21]([C:24]3[CH:31]=[CH:30][C:27]([CH:28]=O)=[CH:26][CH:25]=3)[N:20]=2)[N:10]=[N:9]1.[F:32][C@H:33]1[CH2:37][CH2:36][NH:35][CH2:34]1. (5) Given the product [C:18]([N:5]1[C:6]2[C:11](=[CH:10][C:9]([N:12]3[CH2:13][CH2:14][O:15][CH2:16][CH2:17]3)=[CH:8][CH:7]=2)[C@H:2]([NH:1][C:24]2[CH:31]=[CH:30][C:27]([C:28]#[N:29])=[CH:26][CH:25]=2)[C@@H:3]([CH3:22])[C@@H:4]1[CH3:21])(=[O:20])[CH3:19], predict the reactants needed to synthesize it. The reactants are: [NH2:1][C@H:2]1[C:11]2[C:6](=[CH:7][CH:8]=[C:9]([N:12]3[CH2:17][CH2:16][O:15][CH2:14][CH2:13]3)[CH:10]=2)[N:5]([C:18](=[O:20])[CH3:19])[C@@H:4]([CH3:21])[C@@H:3]1[CH3:22].Br[C:24]1[CH:31]=[CH:30][C:27]([C:28]#[N:29])=[CH:26][CH:25]=1.CC(C)([O-])C.[Na+].CN(C1C(C2C(P(C3CCCCC3)C3CCCCC3)=CC=CC=2)=CC=CC=1)C. (6) Given the product [CH2:1]([O:3][C:4]([N:6]1[C:15]2[C:10](=[N:11][C:12]([O:16][CH3:17])=[CH:13][CH:14]=2)[C@@H:9]([NH:18][C:19]2[N:20]=[C:21]([CH2:32][C:33]3[CH:38]=[C:37]([C:39]([F:40])([F:41])[F:42])[CH:36]=[C:35]([C:43]([F:45])([F:46])[F:44])[CH:34]=3)[C:22]([O:54][CH2:53][C:55]([OH:57])=[O:56])=[CH:23][N:24]=2)[CH2:8][C@H:7]1[CH2:47][CH3:48])=[O:5])[CH3:2], predict the reactants needed to synthesize it. The reactants are: [CH2:1]([O:3][C:4]([N:6]1[C:15]2[C:10](=[N:11][C:12]([O:16][CH3:17])=[CH:13][CH:14]=2)[C@@H:9]([NH:18][C:19]2[N:24]=[C:23](OC)[C:22](C(OCC)=O)=[C:21]([CH2:32][C:33]3[CH:38]=[C:37]([C:39]([F:42])([F:41])[F:40])[CH:36]=[C:35]([C:43]([F:46])([F:45])[F:44])[CH:34]=3)[N:20]=2)[CH2:8][C@H:7]1[CH2:47][CH3:48])=[O:5])[CH3:2].[OH-].[Na+].C(O)(=O)C[C:53](CC(O)=O)([C:55]([OH:57])=[O:56])[OH:54]. (7) Given the product [CH2:32]([N:28]([CH2:29][CH3:31])[C:15]1[N:20]=[C:19]([NH:1][CH:2]([CH2:6][C:7]2[CH:8]=[CH:9][C:10]([OH:13])=[CH:11][CH:12]=2)[C:3]([O:5][C:39]([CH3:40])([CH3:43])[CH3:34])=[O:4])[C:18]([N+:22]([O-:24])=[O:23])=[CH:17][N:16]=1)[CH3:33], predict the reactants needed to synthesize it. The reactants are: [NH2:1][CH:2]([CH2:6][C:7]1[CH:12]=[CH:11][C:10]([OH:13])=[CH:9][CH:8]=1)[C:3]([OH:5])=[O:4].Cl[C:15]1[N:20]=[C:19](Cl)[C:18]([N+:22]([O-:24])=[O:23])=[CH:17][N:16]=1.C([N:28]([CH2:32][CH3:33])[CH:29]([CH3:31])C)(C)C.[CH2:34](NCC)C.[CH2:39]1[CH2:43]OC[CH2:40]1.